This data is from Full USPTO retrosynthesis dataset with 1.9M reactions from patents (1976-2016). The task is: Predict the reactants needed to synthesize the given product. (1) Given the product [Br:8][C:9]1[C:10](=[O:25])[CH2:11][CH2:12][C:13]2([CH3:24])[C:21]=1[C:20]1[C:15](=[CH:16][C:17]([OH:22])=[CH:18][CH:19]=1)[CH2:14]2, predict the reactants needed to synthesize it. The reactants are: B(Br)(Br)Br.C(Cl)Cl.[Br:8][C:9]1[C:10](=[O:25])[CH2:11][CH2:12][C:13]2([CH3:24])[C:21]=1[C:20]1[C:15](=[CH:16][C:17]([O:22]C)=[CH:18][CH:19]=1)[CH2:14]2. (2) Given the product [Cl:1][C:2]1[CH:7]=[CH:6][C:5]([S:8]([C:11]2([C:18]3[CH:23]=[C:22]([F:24])[CH:21]=[CH:20][C:19]=3[F:25])[CH2:15][CH2:14][CH2:13][CH:12]2[CH3:17])(=[O:10])=[O:9])=[CH:4][CH:3]=1, predict the reactants needed to synthesize it. The reactants are: [Cl:1][C:2]1[CH:7]=[CH:6][C:5]([S:8]([CH:11]([C:18]2[CH:23]=[C:22]([F:24])[CH:21]=[CH:20][C:19]=2[F:25])[CH:12]([CH3:17])[CH2:13][CH2:14][CH2:15]O)(=[O:10])=[O:9])=[CH:4][CH:3]=1.C(C=P(CCCC)(CCCC)CCCC)#N.